Dataset: Reaction yield outcomes from USPTO patents with 853,638 reactions. Task: Predict the reaction yield, written as a fraction of the theoretical maximum amount of product (1.0 means a 100% yield; for example, 0.34 means a 34% yield). (1) The reactants are [NH2:1][C:2]1[CH:3]=[CH:4][C:5]2[N:10]([CH2:11][CH2:12][CH2:13][N:14]([CH3:22])[C:15](=[O:21])[O:16][C:17]([CH3:20])([CH3:19])[CH3:18])[CH2:9][CH2:8][S:7][C:6]=2[CH:23]=1.I.[S:25]1[CH:29]=[CH:28][CH:27]=[C:26]1[C:30](SC)=[NH:31].C([O-])(O)=O.[Na+]. The catalyst is C(O)C. The product is [CH3:22][N:14]([CH2:13][CH2:12][CH2:11][N:10]1[CH2:9][CH2:8][S:7][C:6]2[CH:23]=[C:2]([NH:1][C:30]([C:26]3[S:25][CH:29]=[CH:28][CH:27]=3)=[NH:31])[CH:3]=[CH:4][C:5]1=2)[C:15](=[O:21])[O:16][C:17]([CH3:18])([CH3:19])[CH3:20]. The yield is 0.870. (2) The reactants are [CH3:1][C:2]([CH3:25])([O:4][C:5]([N:7]([C@@H:9]1[C:17]2[C:12](=[CH:13][CH:14]=[CH:15][CH:16]=2)[CH2:11][C@@H:10]1[O:18]C1CCCCO1)[CH3:8])=[O:6])[CH3:3].C1(C)C=CC(S(O)(=O)=O)=CC=1.C(=O)(O)[O-].[Na+].O. The catalyst is CO. The product is [CH3:3][C:2]([CH3:25])([O:4][C:5]([N:7]([C@@H:9]1[C:17]2[C:12](=[CH:13][CH:14]=[CH:15][CH:16]=2)[CH2:11][C@@H:10]1[OH:18])[CH3:8])=[O:6])[CH3:1]. The yield is 1.00. (3) The reactants are [OH:1][C:2]1[CH:10]=[CH:9][CH:8]=[C:7]2[C:3]=1[CH2:4][CH2:5][C:6]2=[O:11].Cl[C:13]1[CH:18]=[CH:17][C:16]([C:19]([F:22])([F:21])[F:20])=[CH:15][N:14]=1.C(=O)([O-])[O-].[K+].[K+].CN(C)C=O. The catalyst is C(OCC)(=O)C. The product is [F:20][C:19]([F:22])([F:21])[C:16]1[CH:17]=[CH:18][C:13]([O:1][C:2]2[CH:10]=[CH:9][CH:8]=[C:7]3[C:3]=2[CH2:4][CH2:5][C:6]3=[O:11])=[N:14][CH:15]=1. The yield is 0.690. (4) The reactants are [OH:1][CH:2]([C@H:4]1[N:9]([C:10]([O:12][CH2:13][C:14]2[CH:19]=[CH:18][CH:17]=[CH:16][CH:15]=2)=[O:11])[CH2:8][C@H:7]([C:20]([O:22][CH3:23])=[O:21])[CH2:6][CH2:5]1)[CH3:3]. The catalyst is C(Cl)Cl. The product is [C:2]([C@H:4]1[N:9]([C:10]([O:12][CH2:13][C:14]2[CH:15]=[CH:16][CH:17]=[CH:18][CH:19]=2)=[O:11])[CH2:8][C@H:7]([C:20]([O:22][CH3:23])=[O:21])[CH2:6][CH2:5]1)(=[O:1])[CH3:3]. The yield is 0.604. (5) The product is [Cl:30][C:31]1[CH:32]=[C:33]2[C:38](=[CH:39][CH:40]=1)[N:37]([C@H:41]1[CH2:51][CH2:52][N:44]([C:45]3[CH:50]=[CH:49][CH:48]=[CH:47][CH:46]=3)[C:42]1=[O:43])[CH2:36][CH2:35][CH2:34]2. The reactants are N(C(OC(C)(C)C)=O)=NC(OC(C)(C)C)=O.C(P(CCCC)CCCC)CCC.[Cl:30][C:31]1[CH:32]=[C:33]2[C:38](=[CH:39][CH:40]=1)[N:37]([C@@H:41]([CH2:51][CH2:52]O)[C:42]([NH:44][C:45]1[CH:50]=[CH:49][CH:48]=[CH:47][CH:46]=1)=[O:43])[CH2:36][CH2:35][CH2:34]2. The yield is 1.00. The catalyst is C1COCC1. (6) The reactants are [S:1]1[C:9]2[CH2:8][CH2:7][N:6]([C:10]([O:12][C:13]([CH3:16])([CH3:15])[CH3:14])=[O:11])[CH2:5][C:4]=2[CH:3]=[C:2]1[C:17](OCC)=[O:18].[H-].[H-].[H-].[H-].[Li+].[Al+3]. No catalyst specified. The product is [OH:18][CH2:17][C:2]1[S:1][C:9]2[CH2:8][CH2:7][N:6]([C:10]([O:12][C:13]([CH3:16])([CH3:15])[CH3:14])=[O:11])[CH2:5][C:4]=2[CH:3]=1. The yield is 0.920. (7) The reactants are [S:1]1[CH:5]=[CH:4][C:3]([C:6]2[C:14]3[O:13][CH:12]([CH2:15][NH2:16])[CH2:11][C:10]=3[CH:9]=[CH:8][CH:7]=2)=[CH:2]1.C(N(C(C)C)CC)(C)C.Cl[C:27]([O:29][CH2:30][C:31]1[CH:36]=[CH:35][CH:34]=[CH:33][CH:32]=1)=[O:28].C1(C2C3OC(CNC(=O)OCC4C=CC=CC=4)CC=3C=CC=2)CCCC1. No catalyst specified. The product is [S:1]1[CH:5]=[CH:4][C:3]([C:6]2[C:14]3[O:13][CH:12]([CH2:15][NH:16][C:27](=[O:28])[O:29][CH2:30][C:31]4[CH:36]=[CH:35][CH:34]=[CH:33][CH:32]=4)[CH2:11][C:10]=3[CH:9]=[CH:8][CH:7]=2)=[CH:2]1. The yield is 0.710.